Task: Predict which catalyst facilitates the given reaction.. Dataset: Catalyst prediction with 721,799 reactions and 888 catalyst types from USPTO (1) Reactant: Br[C:2]1[CH:3]=[C:4]2[C:9](=[CH:10][CH:11]=1)[N:8]=[C:7]([Cl:12])[C:6]([C:13]1[CH:18]=[CH:17][CH:16]=[CH:15][CH:14]=1)=[C:5]2[Cl:19].[CH3:20][N:21]1[C:25]([CH:26]=[O:27])=[CH:24][N:23]=[CH:22]1.[Li]CCCC.[NH4+].[Cl-]. Product: [Cl:12][C:7]1[C:6]([C:13]2[CH:18]=[CH:17][CH:16]=[CH:15][CH:14]=2)=[C:5]([Cl:19])[C:4]2[C:9](=[CH:10][CH:11]=[C:2]([CH:26]([C:25]3[N:21]([CH3:20])[CH:22]=[N:23][CH:24]=3)[OH:27])[CH:3]=2)[N:8]=1. The catalyst class is: 1. (2) The catalyst class is: 7. Reactant: [CH3:1][C:2]1([CH3:12])[C:10]2[C:5](=[CH:6][CH:7]=[CH:8][CH:9]=2)[C:4](=[O:11])[NH:3]1.C(C1C=CC=CC=1C(O)=O)#[N:14].C[Li]. Product: [NH2:14][C:7]1[CH:6]=[C:5]2[C:10]([C:2]([CH3:12])([CH3:1])[NH:3][C:4]2=[O:11])=[CH:9][CH:8]=1. (3) The catalyst class is: 71. Product: [Cl:1][C:2]1[C:3]([N:25]2[CH2:30][CH2:29][CH2:28][C@H:27]([NH2:31])[CH2:26]2)=[N:4][C:5]([N:8]2[C:16]3[CH:15]=[C:14]([C:17]4[CH:18]=[N:19][CH:20]=[C:21]([CH2:23][CH3:24])[CH:22]=4)[N:13]=[CH:12][C:11]=3[CH:10]=[N:9]2)=[CH:6][CH:7]=1. Reactant: [Cl:1][C:2]1[C:3]([N:25]2[CH2:30][CH2:29][CH2:28][C@H:27]([NH:31]C(=O)OC(C)(C)C)[CH2:26]2)=[N:4][C:5]([N:8]2[C:16]3[CH:15]=[C:14]([C:17]4[CH:18]=[N:19][CH:20]=[C:21]([CH2:23][CH3:24])[CH:22]=4)[N:13]=[CH:12][C:11]=3[CH:10]=[N:9]2)=[CH:6][CH:7]=1.Cl. (4) Reactant: C(OC(=O)[NH:5][C:6]([CH3:11])([CH3:10])[CH2:7][CH2:8][NH2:9])C.[BrH:13]. Product: [BrH:13].[BrH:13].[CH3:10][C:6]([NH2:5])([CH3:11])[CH2:7][CH2:8][NH2:9]. The catalyst class is: 15. (5) Reactant: [CH3:1][O:2][C:3](=[O:8])[C@H:4]([CH2:6][OH:7])[NH2:5].C(N(CC)CC)C.[CH3:16][O:17][C:18]1[CH:23]=[CH:22][C:21]([S:24](Cl)(=[O:26])=[O:25])=[CH:20][CH:19]=1. Product: [CH3:1][O:2][C:3](=[O:8])[CH:4]([NH:5][S:24]([C:21]1[CH:20]=[CH:19][C:18]([O:17][CH3:16])=[CH:23][CH:22]=1)(=[O:26])=[O:25])[CH2:6][OH:7]. The catalyst class is: 4. (6) Reactant: [OH:1][C:2]1[CH:3]=[C:4]2[C:8](=[CH:9][CH:10]=1)[C:7](=[O:11])[CH2:6][CH2:5]2.Br[CH2:13][C:14]1[CH:19]=[CH:18][CH:17]=[CH:16][CH:15]=1.C(=O)([O-])[O-].[Cs+].[Cs+].CCOC(C)=O. Product: [CH2:13]([O:1][C:2]1[CH:3]=[C:4]2[C:8](=[CH:9][CH:10]=1)[C:7](=[O:11])[CH2:6][CH2:5]2)[C:14]1[CH:19]=[CH:18][CH:17]=[CH:16][CH:15]=1. The catalyst class is: 3.